Dataset: NCI-60 drug combinations with 297,098 pairs across 59 cell lines. Task: Regression. Given two drug SMILES strings and cell line genomic features, predict the synergy score measuring deviation from expected non-interaction effect. (1) Drug 1: C1C(C(OC1N2C=NC3=C(N=C(N=C32)Cl)N)CO)O. Drug 2: CCCCC(=O)OCC(=O)C1(CC(C2=C(C1)C(=C3C(=C2O)C(=O)C4=C(C3=O)C=CC=C4OC)O)OC5CC(C(C(O5)C)O)NC(=O)C(F)(F)F)O. Cell line: SW-620. Synergy scores: CSS=55.0, Synergy_ZIP=-7.64, Synergy_Bliss=-5.28, Synergy_Loewe=-9.56, Synergy_HSA=-0.990. (2) Drug 2: C1CC(=O)NC(=O)C1N2C(=O)C3=CC=CC=C3C2=O. Cell line: NCI-H322M. Drug 1: CCN(CC)CCNC(=O)C1=C(NC(=C1C)C=C2C3=C(C=CC(=C3)F)NC2=O)C. Synergy scores: CSS=6.76, Synergy_ZIP=-2.74, Synergy_Bliss=-2.77, Synergy_Loewe=-1.75, Synergy_HSA=-3.95. (3) Drug 1: CC1=C(C(CCC1)(C)C)C=CC(=CC=CC(=CC(=O)O)C)C. Cell line: BT-549. Synergy scores: CSS=28.2, Synergy_ZIP=-8.31, Synergy_Bliss=-0.523, Synergy_Loewe=-12.5, Synergy_HSA=0.631. Drug 2: C1=NC(=NC(=O)N1C2C(C(C(O2)CO)O)O)N.